This data is from Full USPTO retrosynthesis dataset with 1.9M reactions from patents (1976-2016). The task is: Predict the reactants needed to synthesize the given product. (1) The reactants are: Cl.[Cl:2][CH:3]([C:8]1[C:9](=[O:17])[C:10]([OH:16])=[C:11]([CH3:15])[N:12]([CH3:14])[CH:13]=1)[C:4]([F:7])([F:6])[F:5].[CH3:18][N:19]1[CH2:24][CH2:23][NH:22][CH2:21][CH2:20]1. Given the product [ClH:2].[OH:16][C:10]1[C:9](=[O:17])[C:8]([CH:3]([N:22]2[CH2:23][CH2:24][N:19]([CH3:18])[CH2:20][CH2:21]2)[C:4]([F:7])([F:6])[F:5])=[CH:13][N:12]([CH3:14])[C:11]=1[CH3:15], predict the reactants needed to synthesize it. (2) The reactants are: [CH2:1]([NH:3][C:4]([C@H:6]1[CH2:10][CH2:9][C@@H:8](/[N:11]=[CH:12]/[C:13]2[CH:18]=[CH:17][C:16]([Br:19])=[CH:15][CH:14]=2)[CH2:7]1)=[O:5])[CH3:2].S([N+:30]#[C-:31])(C1C=CC(C)=CC=1)(=O)=O.[CH2:32](O)C. Given the product [CH2:1]([NH:3][C:4]([C@H:6]1[CH2:10][CH2:9][C@@H:8]([N:11]2[C:12]([C:13]3[CH:14]=[CH:15][C:16]([Br:19])=[CH:17][CH:18]=3)=[CH:31][N:30]=[CH:32]2)[CH2:7]1)=[O:5])[CH3:2], predict the reactants needed to synthesize it. (3) Given the product [CH3:1][O:2][C:3]1[CH:25]=[CH:24][CH:23]=[CH:22][C:4]=1[CH2:5][N:6]1[C:15]2[C:10](=[CH:11][CH:12]=[CH:13][N:14]=2)[CH:9]=[C:8]([C:16]([OH:18])=[O:17])[C:7]1=[O:21], predict the reactants needed to synthesize it. The reactants are: [CH3:1][O:2][C:3]1[CH:25]=[CH:24][CH:23]=[CH:22][C:4]=1[CH2:5][N:6]1[C:15]2[C:10](=[CH:11][CH:12]=[CH:13][N:14]=2)[CH:9]=[C:8]([C:16]([O:18]CC)=[O:17])[C:7]1=[O:21].Cl. (4) Given the product [OH:10][CH:9]([CH:11]1[CH2:12][CH2:13][N:14]([C:17]([O:19][C:20]([CH3:23])([CH3:22])[CH3:21])=[O:18])[CH2:15][CH2:16]1)[CH2:8][C:5]1[CH:4]=[CH:3][C:2]([N:1]2[CH:24]=[N:36][N:35]=[N:34]2)=[CH:7][CH:6]=1, predict the reactants needed to synthesize it. The reactants are: [NH2:1][C:2]1[CH:7]=[CH:6][C:5]([CH2:8][CH:9]([CH:11]2[CH2:16][CH2:15][N:14]([C:17]([O:19][C:20]([CH3:23])([CH3:22])[CH3:21])=[O:18])[CH2:13][CH2:12]2)[OH:10])=[CH:4][CH:3]=1.[CH2:24](OC(OCC)OCC)C.[N-:34]=[N+:35]=[N-:36].[Na+]. (5) Given the product [F:19][C:20]1[C:21]([CH3:29])=[C:22]([C:2]2[CH:3]=[N:4][C:5]3[N:6]([CH:8]=[C:9]([CH2:11][O:12][C:13]4[CH:18]=[CH:17][CH:16]=[CH:15][N:14]=4)[N:10]=3)[CH:7]=2)[CH:23]=[CH:24][CH:25]=1, predict the reactants needed to synthesize it. The reactants are: Br[C:2]1[CH:3]=[N:4][C:5]2[N:6]([CH:8]=[C:9]([CH2:11][O:12][C:13]3[CH:18]=[CH:17][CH:16]=[CH:15][N:14]=3)[N:10]=2)[CH:7]=1.[F:19][C:20]1[C:21]([CH3:29])=[C:22](B(O)O)[CH:23]=[CH:24][CH:25]=1. (6) Given the product [N:11]1[C:9]([S:10][CH2:17][C:18]2[N:19]=[C:20]3[C:28]4[C:23](=[CH:24][CH:25]=[CH:26][CH:27]=4)[CH2:22][N:21]3[CH:29]=2)=[N:8][N:3]2[CH:2]=[CH:7][CH:6]=[CH:5][C:4]=12, predict the reactants needed to synthesize it. The reactants are: N=[C:2]1[CH:7]=[CH:6][CH:5]=[CH:4][N:3]1[NH:8][C:9]([N:11]1C=CN=C1)=[S:10].Cl[CH2:17][C:18]1[N:19]=[C:20]2[C:28]3[C:23](=[CH:24][CH:25]=[CH:26][CH:27]=3)[CH2:22][N:21]2[CH:29]=1. (7) Given the product [CH3:9][O:8][C:5]1[CH:6]=[CH:7][C:2]([CH2:10][O:11][SiH:12]([CH3:14])[CH3:13])=[CH:3][CH:4]=1, predict the reactants needed to synthesize it. The reactants are: Br[C:2]1[CH:7]=[CH:6][C:5]([O:8][CH3:9])=[CH:4][CH:3]=1.[CH3:10][O:11][Si:12](OC)([CH3:14])[CH3:13]. (8) Given the product [CH:21]1([C:17]2[CH:16]=[C:15]([C:24]([O:26][CH2:27][CH3:28])=[O:25])[C:14](=[O:29])[N:13]3[C:18]=2[C:19]([CH3:20])=[C:10]([C:7]2[CH:8]=[CH:9][C:4]([CH:1]([OH:3])[CH3:2])=[CH:5][CH:6]=2)[CH:11]=[CH:12]3)[CH2:22][CH2:23]1, predict the reactants needed to synthesize it. The reactants are: [C:1]([C:4]1[CH:9]=[CH:8][C:7]([C:10]2[CH:11]=[CH:12][N:13]3[C:18]([C:19]=2[CH3:20])=[C:17]([CH:21]2[CH2:23][CH2:22]2)[CH:16]=[C:15]([C:24]([O:26][CH2:27][CH3:28])=[O:25])[C:14]3=[O:29])=[CH:6][CH:5]=1)(=[O:3])[CH3:2].[BH4-].[Na+].O.